This data is from NCI-60 drug combinations with 297,098 pairs across 59 cell lines. The task is: Regression. Given two drug SMILES strings and cell line genomic features, predict the synergy score measuring deviation from expected non-interaction effect. Drug 1: CC1=CC2C(CCC3(C2CCC3(C(=O)C)OC(=O)C)C)C4(C1=CC(=O)CC4)C. Drug 2: CC1C(C(=O)NC(C(=O)N2CCCC2C(=O)N(CC(=O)N(C(C(=O)O1)C(C)C)C)C)C(C)C)NC(=O)C3=C4C(=C(C=C3)C)OC5=C(C(=O)C(=C(C5=N4)C(=O)NC6C(OC(=O)C(N(C(=O)CN(C(=O)C7CCCN7C(=O)C(NC6=O)C(C)C)C)C)C(C)C)C)N)C. Cell line: NCI-H460. Synergy scores: CSS=7.32, Synergy_ZIP=18.3, Synergy_Bliss=18.8, Synergy_Loewe=17.4, Synergy_HSA=17.5.